From a dataset of Forward reaction prediction with 1.9M reactions from USPTO patents (1976-2016). Predict the product of the given reaction. (1) The product is: [Br:1][C:2]1[CH:3]=[C:4]([CH2:10][OH:11])[CH:5]=[N:6][C:7]=1[O:8][CH3:9]. Given the reactants [Br:1][C:2]1[CH:3]=[C:4]([CH:10]=[O:11])[CH:5]=[N:6][C:7]=1[O:8][CH3:9].C(OC(=O)C1C=C(Br)C(OC)=NC=1)C.C([BH-](CC)CC)C.[Li+], predict the reaction product. (2) Given the reactants [CH2:1]([O:3][C:4]1[CH:9]=[CH:8][C:7]([C:10]2[C:18](C(O)=O)=[C:17]3[N:12]([N:13]=[CH:14][CH:15]=[CH:16]3)[N:11]=2)=[CH:6][CH:5]=1)[CH3:2].[I:22]N1C(=O)CCC1=O.C(=O)(O)[O-].[Na+], predict the reaction product. The product is: [CH2:1]([O:3][C:4]1[CH:9]=[CH:8][C:7]([C:10]2[C:18]([I:22])=[C:17]3[N:12]([N:13]=[CH:14][CH:15]=[CH:16]3)[N:11]=2)=[CH:6][CH:5]=1)[CH3:2]. (3) Given the reactants [S:1]1[CH:5]=[CH:4][C:3]([C:6]([OH:8])=O)=[CH:2]1.[F:9][C:10]([F:38])([F:37])[C:11]([CH2:32][NH:33][CH2:34][CH2:35][CH3:36])([OH:31])[CH2:12][NH:13][C:14]1[CH:22]=[C:21]([CH3:23])[CH:20]=[C:19]2[C:15]=1[CH:16]=[N:17][N:18]2[C:24]1[CH:29]=[CH:28][C:27]([F:30])=[CH:26][CH:25]=1, predict the reaction product. The product is: [CH2:34]([N:33]([CH2:32][C:11]([CH2:12][NH:13][C:14]1[CH:22]=[C:21]([CH3:23])[CH:20]=[C:19]2[C:15]=1[CH:16]=[N:17][N:18]2[C:24]1[CH:25]=[CH:26][C:27]([F:30])=[CH:28][CH:29]=1)([OH:31])[C:10]([F:9])([F:37])[F:38])[C:6]([C:3]1[CH:4]=[CH:5][S:1][CH:2]=1)=[O:8])[CH2:35][CH3:36]. (4) Given the reactants [F:1][C:2]1[CH:20]=[C:19]([N+:21]([O-])=O)[CH:18]=[CH:17][C:3]=1[O:4][C:5]1[N:10]=[CH:9][N:8]=[C:7]([NH:11][C:12](=[O:16])[N:13]([CH3:15])[CH3:14])[CH:6]=1.[Cl-].[NH4+].C(OCC)(=O)C.O1CCCC1.CCCCCC, predict the reaction product. The product is: [NH2:21][C:19]1[CH:18]=[CH:17][C:3]([O:4][C:5]2[N:10]=[CH:9][N:8]=[C:7]([NH:11][C:12](=[O:16])[N:13]([CH3:15])[CH3:14])[CH:6]=2)=[C:2]([F:1])[CH:20]=1. (5) Given the reactants [CH2:1]([O:8][C:9]([N:11]1[CH2:16][CH2:15][NH:14][C@@H:13]([CH3:17])[CH2:12]1)=[O:10])[C:2]1[CH:7]=[CH:6][CH:5]=[CH:4][CH:3]=1.[NH2:18][C:19]1[NH:20][C:21](=O)[C:22]2[N:28]=[C:27]([C:29]3[CH:34]=[CH:33][C:32]([F:35])=[CH:31][CH:30]=3)[CH:26]=[CH:25][C:23]=2[N:24]=1, predict the reaction product. The product is: [CH2:1]([O:8][C:9]([N:11]1[CH2:16][CH2:15][N:14]([C:21]2[C:22]3[N:28]=[C:27]([C:29]4[CH:34]=[CH:33][C:32]([F:35])=[CH:31][CH:30]=4)[CH:26]=[CH:25][C:23]=3[N:24]=[C:19]([NH2:18])[N:20]=2)[C@@H:13]([CH3:17])[CH2:12]1)=[O:10])[C:2]1[CH:3]=[CH:4][CH:5]=[CH:6][CH:7]=1. (6) Given the reactants [NH2:1][C:2]1[C:12](I)=[CH:11][C:10]([Br:14])=[C:4]2[C:5]([NH:7][C:8](=[O:9])[C:3]=12)=[O:6].[C:15]1(B(O)O)[CH:20]=[CH:19][CH:18]=[CH:17][CH:16]=1.[Cl-].[NH4+].C(Cl)(Cl)Cl.CO, predict the reaction product. The product is: [NH2:1][C:2]1[C:12]([C:15]2[CH:20]=[CH:19][CH:18]=[CH:17][CH:16]=2)=[CH:11][C:10]([Br:14])=[C:4]2[C:5]([NH:7][C:8](=[O:9])[C:3]=12)=[O:6].[NH2:1][C:2]1[C:12]([C:15]2[CH:20]=[CH:19][CH:18]=[CH:17][CH:16]=2)=[CH:11][C:10]([C:2]2[CH:12]=[CH:11][CH:10]=[CH:4][CH:3]=2)=[C:4]2[C:5]([NH:7][C:8](=[O:9])[C:3]=12)=[O:6]. (7) Given the reactants Cl.[F:2][C:3]([F:29])([F:28])[C:4]1[CH:5]=[C:6]([CH:21]=[C:22]([C:24]([F:27])([F:26])[F:25])[CH:23]=1)[CH2:7][O:8][C@H:9]1[CH2:14][CH2:13][NH:12][CH2:11][C@H:10]1[C:15]1[CH:20]=[CH:19][CH:18]=[CH:17][CH:16]=1.[CH3:30][S:31](Cl)(=[O:33])=[O:32], predict the reaction product. The product is: [F:29][C:3]([F:2])([F:28])[C:4]1[CH:5]=[C:6]([CH:21]=[C:22]([C:24]([F:27])([F:25])[F:26])[CH:23]=1)[CH2:7][O:8][C@H:9]1[CH2:14][CH2:13][N:12]([S:31]([CH3:30])(=[O:33])=[O:32])[CH2:11][C@H:10]1[C:15]1[CH:16]=[CH:17][CH:18]=[CH:19][CH:20]=1.